From a dataset of Forward reaction prediction with 1.9M reactions from USPTO patents (1976-2016). Predict the product of the given reaction. (1) Given the reactants [O:1]1[C:5]2([CH2:10][CH2:9][C:8]([C:11]3[C:12]([CH3:20])=[C:13]([CH:16]=[CH:17][C:18]=3[CH3:19])[CH:14]=O)=[CH:7][CH2:6]2)[O:4][CH2:3][CH2:2]1.[NH2:21][C:22]1[CH:35]=[CH:34][C:25]2[C@H:26]([CH2:29][C:30]([O:32][CH3:33])=[O:31])[CH2:27][O:28][C:24]=2[CH:23]=1.C(O)(=O)C.C(O[BH-](OC(=O)C)OC(=O)C)(=O)C.[Na+].C(=O)([O-])O.[Na+], predict the reaction product. The product is: [O:1]1[C:5]2([CH2:10][CH2:9][C:8]([C:11]3[C:12]([CH3:20])=[C:13]([CH:16]=[CH:17][C:18]=3[CH3:19])[CH2:14][NH:21][C:22]3[CH:35]=[CH:34][C:25]4[C@H:26]([CH2:29][C:30]([O:32][CH3:33])=[O:31])[CH2:27][O:28][C:24]=4[CH:23]=3)=[CH:7][CH2:6]2)[O:4][CH2:3][CH2:2]1. (2) Given the reactants Cl[C:2]1[CH:3]=[CH:4][C:5]2[N:6]([C:8]([C:11]3[CH:16]=[C:15]([O:17][CH3:18])[CH:14]=[CH:13][C:12]=3[O:19][CH3:20])=[N:9][N:10]=2)[N:7]=1.[CH3:21][O:22][C:23]1[CH:28]=[CH:27][C:26](B(O)O)=[CH:25][C:24]=1[O:32][C@@H:33]1[CH2:37][CH2:36][O:35][CH2:34]1.[F-].[K+], predict the reaction product. The product is: [CH3:20][O:19][C:12]1[CH:13]=[CH:14][C:15]([O:17][CH3:18])=[CH:16][C:11]=1[C:8]1[N:6]2[N:7]=[C:2]([C:26]3[CH:27]=[CH:28][C:23]([O:22][CH3:21])=[C:24]([O:32][C@@H:33]4[CH2:37][CH2:36][O:35][CH2:34]4)[CH:25]=3)[CH:3]=[CH:4][C:5]2=[N:10][N:9]=1.